From a dataset of Reaction yield outcomes from USPTO patents with 853,638 reactions. Predict the reaction yield, written as a fraction of the theoretical maximum amount of product (1.0 means a 100% yield; for example, 0.34 means a 34% yield). (1) The reactants are [NH2:1][C:2]1[CH:3]=[C:4]([C:9]2[C:21](=[O:22])[N:20]([CH2:23][CH3:24])[C:12]3[N:13]=[C:14](S(C)=O)[N:15]=[CH:16][C:11]=3[CH:10]=2)[CH:5]=[CH:6][C:7]=1[F:8].[CH3:25][NH2:26].C1COCC1.O. The catalyst is C(Cl)Cl.CCCCCC. The product is [NH2:1][C:2]1[CH:3]=[C:4]([C:9]2[C:21](=[O:22])[N:20]([CH2:23][CH3:24])[C:12]3[N:13]=[C:14]([NH:26][CH3:25])[N:15]=[CH:16][C:11]=3[CH:10]=2)[CH:5]=[CH:6][C:7]=1[F:8]. The yield is 0.370. (2) The reactants are C[O:2][C:3](=[O:27])[C:4]1[C:5](=[C:10]([NH:14][C:15]2[CH:20]=[CH:19][C:18]([CH:21]3[CH2:26][CH2:25][CH2:24][CH2:23][CH2:22]3)=[CH:17][CH:16]=2)[CH:11]=[CH:12][CH:13]=1)[C:6]([O:8]C)=[O:7].[OH-].[Na+]. The catalyst is C(O)C. The product is [CH:21]1([C:18]2[CH:17]=[CH:16][C:15]([NH:14][C:10]3[CH:11]=[CH:12][CH:13]=[C:4]([C:3]([OH:27])=[O:2])[C:5]=3[C:6]([OH:8])=[O:7])=[CH:20][CH:19]=2)[CH2:22][CH2:23][CH2:24][CH2:25][CH2:26]1. The yield is 0.900. (3) The reactants are [NH2:1][C:2]1[N:7]=[C:6]([N:8]([CH3:15])[C:9]2[CH:14]=[CH:13][CH:12]=[CH:11][CH:10]=2)[N:5]=[C:4]([C:16]#[N:17])[N:3]=1.Cl.[NH2:19][OH:20].[C:21](=O)([O-])O.[Na+]. The catalyst is CCO.O. The product is [NH2:1][C:2]1[N:7]=[C:6]([N:8]([CH3:15])[C:9]2[CH:14]=[CH:13][CH:12]=[C:11]([CH3:21])[CH:10]=2)[N:5]=[C:4]([C:16]([NH:19][OH:20])=[NH:17])[N:3]=1. The yield is 0.600. (4) The reactants are [CH3:1][N:2]1[C@@H:19]2[CH2:20][C:7]3[CH:8]=[CH:9][C:10]([O:22][CH3:23])=[C:11]4[O:12][C@H:13]5[C:14]([CH2:16][CH2:17][C@:18]2([OH:21])[C@:5]5([C:6]=34)[CH2:4][CH2:3]1)=[O:15].[ClH:24].CC(O)C. The catalyst is O.C(O)(=O)C. The product is [CH3:1][N:2]1[C@@H:19]2[CH2:20][C:7]3[CH:8]=[CH:9][C:10]([O:22][CH3:23])=[C:11]4[O:12][C@H:13]5[C:14]([CH2:16][CH2:17][C@:18]2([OH:21])[C@:5]5([C:6]=34)[CH2:4][CH2:3]1)=[O:15].[ClH:24]. The yield is 0.930. (5) The reactants are [C:1]([O:5][C:6]([N:8]1[CH2:12][CH2:11][C@H:10]([N:13]2[CH2:17][CH2:16][CH2:15][C@@H:14]2[CH3:18])[CH2:9]1)=[O:7])([CH3:4])([CH3:3])[CH3:2].[C:19](OC(N1CC[C@@H](OS(C2C=CC(C)=CC=2)(=O)=O)C1)=O)(C)(C)C.C[C@H]1CCCCN1. No catalyst specified. The product is [C:1]([O:5][C:6]([N:8]1[CH2:12][CH2:11][C@H:10]([N:13]2[CH2:17][CH2:16][CH2:15][CH2:18][C@@H:14]2[CH3:19])[CH2:9]1)=[O:7])([CH3:2])([CH3:3])[CH3:4]. The yield is 0.380. (6) The reactants are C1C=CC(P(C2C=CC=CC=2)C2C=CC=CC=2)=CC=1.C(N1C[C@@H:30](O)[C@H:29]([NH:33][S:34]([C:37]2[CH:42]=[CH:41][C:40]([C:43]3[CH:48]=[CH:47][CH:46]=[CH:45][CH:44]=3)=[CH:39][CH:38]=2)(=[O:36])=[O:35])C1)(OC(C)(C)C)=O.N(C(OCC)=O)=NC(OCC)=O. The yield is 0.950. The product is [C:43]1([C:40]2[CH:41]=[CH:42][C:37]([S:34]([N:33]3[CH2:30][CH2:29]3)(=[O:36])=[O:35])=[CH:38][CH:39]=2)[CH:48]=[CH:47][CH:46]=[CH:45][CH:44]=1. The catalyst is C1COCC1.